Dataset: Forward reaction prediction with 1.9M reactions from USPTO patents (1976-2016). Task: Predict the product of the given reaction. (1) Given the reactants [C:1]([C:3]1[CH:23]=[CH:22][C:6]([CH2:7][NH:8][C:9](=[O:21])[CH:10]([C:13]2[C:18]([OH:19])=[CH:17][CH:16]=[CH:15][C:14]=2[F:20])[O:11][CH3:12])=[CH:5][CH:4]=1)#[N:2].Br[CH2:25][C:26]([O:28][CH2:29]C)=[O:27], predict the reaction product. The product is: [CH3:29][O:28][C:26](=[O:27])[CH2:25][O:19][C:18]1[CH:17]=[CH:16][CH:15]=[C:14]([F:20])[C:13]=1[CH:10]([C:9](=[O:21])[NH:8][CH2:7][C:6]1[CH:5]=[CH:4][C:3]([C:1]#[N:2])=[CH:23][CH:22]=1)[O:11][CH3:12]. (2) Given the reactants [C:1]([C:3]1[CH:4]=[C:5]([C:13]2[O:17][N:16]=[C:15]([C:18]3[CH:27]=[CH:26][CH:25]=[C:24]4[C:19]=3[CH2:20][CH2:21][N:22]([CH2:28][C:29]([O:31]C(C)(C)C)=[O:30])[CH2:23]4)[N:14]=2)[CH:6]=[CH:7][C:8]=1[O:9][CH:10]([CH3:12])[CH3:11])#[N:2].[F:36][C:37]([F:42])([F:41])[C:38]([OH:40])=[O:39], predict the reaction product. The product is: [F:36][C:37]([F:42])([F:41])[C:38]([OH:40])=[O:39].[C:1]([C:3]1[CH:4]=[C:5]([C:13]2[O:17][N:16]=[C:15]([C:18]3[CH:27]=[CH:26][CH:25]=[C:24]4[C:19]=3[CH2:20][CH2:21][N:22]([CH2:28][C:29]([OH:31])=[O:30])[CH2:23]4)[N:14]=2)[CH:6]=[CH:7][C:8]=1[O:9][CH:10]([CH3:12])[CH3:11])#[N:2].